Dataset: Reaction yield outcomes from USPTO patents with 853,638 reactions. Task: Predict the reaction yield, written as a fraction of the theoretical maximum amount of product (1.0 means a 100% yield; for example, 0.34 means a 34% yield). (1) The reactants are [F:1][C:2](=[CH2:7])[C:3]([O:5][CH3:6])=[O:4].[CH2:8]([N:15]([CH2:19][Si](C)(C)C)[CH2:16]OC)[C:9]1[CH:14]=[CH:13][CH:12]=[CH:11][CH:10]=1.C(O)(C(F)(F)F)=O. The catalyst is C(Cl)Cl. The product is [CH2:8]([N:15]1[CH2:16][CH2:7][C:2]([F:1])([C:3]([O:5][CH3:6])=[O:4])[CH2:19]1)[C:9]1[CH:10]=[CH:11][CH:12]=[CH:13][CH:14]=1. The yield is 0.480. (2) No catalyst specified. The reactants are [F:1][C:2]1[CH:7]=[CH:6][C:5]([I:8])=[CH:4][C:3]=1[NH:9][N:10]=[C:11]([C:16](=[O:20])[CH2:17][O:18][CH3:19])[C:12]([O:14][CH3:15])=[O:13].[CH3:21]OC(OC)N(C)C. The yield is 0.780. The product is [F:1][C:2]1[CH:7]=[CH:6][C:5]([I:8])=[CH:4][C:3]=1[N:9]1[CH:21]=[C:17]([O:18][CH3:19])[C:16](=[O:20])[C:11]([C:12]([O:14][CH3:15])=[O:13])=[N:10]1. (3) The catalyst is Cl.CO. The reactants are C(OC([N:8]1[CH2:14][CH2:13][CH2:12][N:11]([C:15]2[CH:16]=[C:17]3[C:22](=[CH:23][CH:24]=2)[N:21]=[C:20]([C:25]2[CH:30]=[CH:29][CH:28]=[C:27]([O:31][CH3:32])[CH:26]=2)[N:19]([CH2:33][C:34](=[O:39])[NH:35][CH:36]([CH3:38])[CH3:37])[C:18]3=[O:40])[CH2:10][CH2:9]1)=O)(C)(C)C. The product is [CH:36]([NH:35][C:34](=[O:39])[CH2:33][N:19]1[C:18](=[O:40])[C:17]2[C:22](=[CH:23][CH:24]=[C:15]([N:11]3[CH2:12][CH2:13][CH2:14][NH:8][CH2:9][CH2:10]3)[CH:16]=2)[N:21]=[C:20]1[C:25]1[CH:30]=[CH:29][CH:28]=[C:27]([O:31][CH3:32])[CH:26]=1)([CH3:38])[CH3:37]. The yield is 1.00. (4) The reactants are C([NH:4][C@:5]1([C:22](NC(C)(C)C)=[O:23])[C@@H:9]([CH2:10][CH2:11][CH2:12][B:13]2[O:17]C(C)(C)C(C)(C)[O:14]2)[CH2:8][NH:7][CH2:6]1)(=O)C.[Cl:29][C:30]1[CH:31]=[C:32]([CH:45]=[CH:46][C:47]=1[Cl:48])[CH2:33][N:34](C(OC(C)(C)C)=O)[CH2:35][CH:36]=O.C(O[BH-](OC(=O)C)OC(=O)C)(=[O:51])C.[Na+].C(=O)([O-])[O-].[Na+].[Na+]. The catalyst is ClCCCl. The product is [NH2:4][C@:5]1([C:22]([OH:23])=[O:51])[C@@H:9]([CH2:10][CH2:11][CH2:12][B:13]([OH:14])[OH:17])[CH2:8][N:7]([CH2:36][CH2:35][NH:34][CH2:33][C:32]2[CH:45]=[CH:46][C:47]([Cl:48])=[C:30]([Cl:29])[CH:31]=2)[CH2:6]1. The yield is 0.420.